The task is: Regression. Given a peptide amino acid sequence and an MHC pseudo amino acid sequence, predict their binding affinity value. This is MHC class II binding data.. This data is from Peptide-MHC class II binding affinity with 134,281 pairs from IEDB. The peptide sequence is YEDAKSPLTASKLTY. The MHC is DRB4_0101 with pseudo-sequence DRB4_0103. The binding affinity (normalized) is 0.335.